The task is: Predict the reactants needed to synthesize the given product.. This data is from Full USPTO retrosynthesis dataset with 1.9M reactions from patents (1976-2016). (1) Given the product [CH3:27][S:24]([C:21]1[CH:22]=[CH:23][C:2]([S:29][CH3:28])=[C:3]([CH:20]=1)[C:4]([N:6]1[CH2:11][CH2:10][N:9]([C:12]2[CH:19]=[CH:18][C:15]([C:16]#[N:17])=[CH:14][CH:13]=2)[CH2:8][CH2:7]1)=[O:5])(=[O:26])=[O:25], predict the reactants needed to synthesize it. The reactants are: I[C:2]1[CH:23]=[CH:22][C:21]([S:24]([CH3:27])(=[O:26])=[O:25])=[CH:20][C:3]=1[C:4]([N:6]1[CH2:11][CH2:10][N:9]([C:12]2[CH:19]=[CH:18][C:15]([C:16]#[N:17])=[CH:14][CH:13]=2)[CH2:8][CH2:7]1)=[O:5].[CH3:28][S-:29].[Na+]. (2) Given the product [I:3][C:11]1[C:10]2[C:14](=[CH:15][CH:16]=[C:8]([N+:5]([O-:7])=[O:6])[CH:9]=2)[NH:13][N:12]=1, predict the reactants needed to synthesize it. The reactants are: [OH-].[K+].[I:3]I.[N+:5]([C:8]1[CH:9]=[C:10]2[C:14](=[CH:15][CH:16]=1)[NH:13][N:12]=[CH:11]2)([O-:7])=[O:6].C(=O)([O-])O.[Na+]. (3) Given the product [CH2:12]([O:19][C:20](=[O:31])[C@@H:21]([CH2:23][CH2:24][C:25]1[CH:30]=[CH:29][CH:28]=[CH:27][CH:26]=1)[NH2:22])[C:13]1[CH:14]=[CH:15][CH:16]=[CH:17][CH:18]=1, predict the reactants needed to synthesize it. The reactants are: S(C1C=CC(C)=CC=1)(O)(=O)=O.[CH2:12]([O:19][C:20](=[O:31])[C@@H:21]([CH2:23][CH2:24][C:25]1[CH:30]=[CH:29][CH:28]=[CH:27][CH:26]=1)[NH2:22])[C:13]1[CH:18]=[CH:17][CH:16]=[CH:15][CH:14]=1.C(=O)(O)[O-].[Na+]. (4) Given the product [OH:26][C@H:27]1[CH2:28][CH2:29][C@H:30]([NH:34][C:10]([NH:11][C@@H:12]([C:8]2[NH:7][C:6]3[CH:23]=[CH:24][C:3]([O:2][CH3:1])=[CH:4][C:5]=3[N:9]=2)[CH2:13][C:14]2[CH:19]=[CH:18][C:17]([O:20][CH3:21])=[CH:16][CH:15]=2)=[O:22])[CH2:31][CH2:48]1, predict the reactants needed to synthesize it. The reactants are: [CH3:1][O:2][C:3]1[CH:24]=[CH:23][C:6]2[N:7]=[C:8]3[C@@H:12]([CH2:13][C:14]4[CH:19]=[CH:18][C:17]([O:20][CH3:21])=[CH:16][CH:15]=4)[NH:11][C:10](=[O:22])[N:9]3[C:5]=2[CH:4]=1.C[O:26][C:27]1[CH:28]=[CH:29][C:30]2[N:34]3C(=O)N[C@H](CC4C=CC(OC)=CC=4)C3=N[C:31]=2[CH:48]=1.N[C@H]1CC[C@H](O)CC1.C(O)(C(F)(F)F)=O.